Dataset: Forward reaction prediction with 1.9M reactions from USPTO patents (1976-2016). Task: Predict the product of the given reaction. (1) Given the reactants Cl.Cl.[NH:3]1[CH2:8][CH2:7][CH:6]([NH:9][C:10]([NH:12][C:13]2[N:14]=[C:15]3[CH:21]=[CH:20][N:19]([CH2:22][O:23][CH2:24][CH2:25][Si:26]([CH3:29])([CH3:28])[CH3:27])[C:16]3=[N:17][CH:18]=2)=[O:11])[CH2:5][CH2:4]1.C(N(CC)C(C)C)(C)C.Cl[C:40]([O:42][CH3:43])=[O:41], predict the reaction product. The product is: [CH3:43][O:42][C:40]([N:3]1[CH2:8][CH2:7][CH:6]([NH:9][C:10]([NH:12][C:13]2[N:14]=[C:15]3[CH:21]=[CH:20][N:19]([CH2:22][O:23][CH2:24][CH2:25][Si:26]([CH3:29])([CH3:28])[CH3:27])[C:16]3=[N:17][CH:18]=2)=[O:11])[CH2:5][CH2:4]1)=[O:41]. (2) Given the reactants [F:1][C:2]1[CH:11]=[C:10]2[C:5]([C:6](=O)[NH:7][CH:8]=[N:9]2)=[CH:4][C:3]=1[N+:13]([O-:15])=[O:14].CN(C)C=O.S(Cl)([Cl:23])=O, predict the reaction product. The product is: [Cl:23][C:6]1[C:5]2[C:10](=[CH:11][C:2]([F:1])=[C:3]([N+:13]([O-:15])=[O:14])[CH:4]=2)[N:9]=[CH:8][N:7]=1. (3) The product is: [NH2:7][C:8]1[N:13]2[N:14]=[CH:15][C:16]([C:17]3[CH:18]=[N:19][C:20]4[C:25]([CH:26]=3)=[CH:24][CH:23]=[CH:22][CH:21]=4)=[C:12]2[N:11]=[C:10]([N:27]2[CH2:32][CH2:31][O:30][CH2:29][CH2:28]2)[C:9]=1[C:33]#[N:34]. Given the reactants C[Si](C)(C)CCOC[N:7](COCC[Si](C)(C)C)[C:8]1[N:13]2[N:14]=[CH:15][C:16]([C:17]3[CH:18]=[N:19][C:20]4[C:25]([CH:26]=3)=[CH:24][CH:23]=[CH:22][CH:21]=4)=[C:12]2[N:11]=[C:10]([N:27]2[CH2:32][CH2:31][O:30][CH2:29][CH2:28]2)[C:9]=1[C:33]#[N:34].Cl, predict the reaction product. (4) Given the reactants [N:1]([C@H:4]([CH:25]1[O:29][C:28](=[O:30])[C@H:27]([CH:31]([CH3:33])[CH3:32])[CH2:26]1)[CH2:5][C@H:6]([CH2:10][C:11]1[CH:16]=[CH:15][C:14]([O:17][CH3:18])=[C:13]([CH2:19][CH2:20][CH2:21][CH2:22][O:23][CH3:24])[CH:12]=1)[CH:7]([CH3:9])[CH3:8])=[N+:2]=[N-:3].[O:34]1[CH2:39][CH2:38][CH:37]([NH2:40])[CH2:36][CH2:35]1, predict the reaction product. The product is: [O:34]1[CH2:39][CH2:38][CH:37]([NH:40][C:28](=[O:30])[C@H:27]([CH:31]([CH3:33])[CH3:32])[CH2:26][C@H:25]([OH:29])[C@@H:4]([N:1]=[N+:2]=[N-:3])[CH2:5][C@H:6]([CH2:10][C:11]2[CH:16]=[CH:15][C:14]([O:17][CH3:18])=[C:13]([CH2:19][CH2:20][CH2:21][CH2:22][O:23][CH3:24])[CH:12]=2)[CH:7]([CH3:9])[CH3:8])[CH2:36][CH2:35]1. (5) Given the reactants [C:1]1([C:7]2([CH2:17][CH2:18][CH2:19][C:20](O)=[O:21])[CH2:16][CH2:15][CH2:14][CH2:13][C:8]32[O:12][CH2:11][CH2:10][O:9]3)[CH:6]=[CH:5][CH:4]=[CH:3][CH:2]=1.[CH3:23][C:24]1([CH3:43])[O:28][C@H:27]([CH2:29][O:30][C:31]2[C:40]([CH3:41])=[CH:39][C:34](/[C:35](=[N:37]/O)/[NH2:36])=[CH:33][C:32]=2[CH3:42])[CH2:26][O:25]1.C(N=C=NC(C)C)(C)C.CCCC[N+](CCCC)(CCCC)CCCC.[F-], predict the reaction product. The product is: [CH3:23][C:24]1([CH3:43])[O:28][C@H:27]([CH2:29][O:30][C:31]2[C:32]([CH3:42])=[CH:33][C:34]([C:35]3[N:37]=[C:20]([CH2:19][CH2:18][CH2:17][C:7]4([C:1]5[CH:6]=[CH:5][CH:4]=[CH:3][CH:2]=5)[CH2:16][CH2:15][CH2:14][CH2:13][C:8]54[O:12][CH2:11][CH2:10][O:9]5)[O:21][N:36]=3)=[CH:39][C:40]=2[CH3:41])[CH2:26][O:25]1. (6) Given the reactants C(Cl)(=O)OC.C(N(CC)CC)C.[CH2:13]([C:15]1[C:20]([O:21]C(OC)=O)=[CH:19][C:18]([O:26]C(OC)=O)=[C:17]([C:31]2[CH:36]=[CH:35][CH:34]=[C:33]([CH3:37])[CH:32]=2)[C:16]=1[CH2:38][CH2:39][O:40][CH3:41])[CH3:14].[BH4-].[Na+].N, predict the reaction product. The product is: [CH2:13]([C:15]1[C:20]([OH:21])=[CH:19][C:18]([OH:26])=[C:17]([C:31]2[CH:36]=[CH:35][CH:34]=[C:33]([CH3:37])[CH:32]=2)[C:16]=1[CH2:38][CH2:39][O:40][CH3:41])[CH3:14]. (7) Given the reactants [N:1]1[CH:6]=[CH:5][CH:4]=[C:3]([CH:7]=[CH:8][C:9]([C:11]2[CH:16]=[CH:15][CH:14]=[C:13]([O:17][CH2:18][C:19]([O:21][C:22]([CH3:25])([CH3:24])[CH3:23])=[O:20])[CH:12]=2)=[O:10])[CH:2]=1, predict the reaction product. The product is: [N:1]1[CH:6]=[CH:5][CH:4]=[C:3]([CH2:7][CH2:8][C:9]([C:11]2[CH:16]=[CH:15][CH:14]=[C:13]([O:17][CH2:18][C:19]([O:21][C:22]([CH3:25])([CH3:24])[CH3:23])=[O:20])[CH:12]=2)=[O:10])[CH:2]=1.